From a dataset of Forward reaction prediction with 1.9M reactions from USPTO patents (1976-2016). Predict the product of the given reaction. (1) The product is: [C:1]([C:3]1[CH:4]=[C:5]2[N:11]=[C:10]([C:12]([C:24]3[C:32]([CH2:33][CH3:34])=[CH:31][C:30]([CH3:35])=[C:29]4[C:25]=3[CH:26]=[CH:27][N:28]4[C:36]([O:38][C:39]([CH3:41])([CH3:42])[CH3:40])=[O:37])([N:14]([CH3:51])[S:15]([CH2:18][CH2:19][Si:20]([CH3:23])([CH3:22])[CH3:21])(=[O:17])=[O:16])[CH3:13])[N:9]([CH2:43][O:44][CH2:45][CH2:46][Si:47]([CH3:48])([CH3:49])[CH3:50])[C:6]2=[N:7][CH:8]=1)#[N:2]. Given the reactants [C:1]([C:3]1[CH:4]=[C:5]2[N:11]=[C:10]([C:12]([C:24]3[C:32]([CH2:33][CH3:34])=[CH:31][C:30]([CH3:35])=[C:29]4[C:25]=3[CH:26]=[CH:27][N:28]4[C:36]([O:38][C:39]([CH3:42])([CH3:41])[CH3:40])=[O:37])([NH:14][S:15]([CH2:18][CH2:19][Si:20]([CH3:23])([CH3:22])[CH3:21])(=[O:17])=[O:16])[CH3:13])[N:9]([CH2:43][O:44][CH2:45][CH2:46][Si:47]([CH3:50])([CH3:49])[CH3:48])[C:6]2=[N:7][CH:8]=1)#[N:2].[C:51](=O)([O-])[O-].[K+].[K+].IC, predict the reaction product. (2) Given the reactants [NH2:1][CH2:2][CH2:3][CH2:4][O:5][C:6]1[CH:35]=[CH:34][C:9]([C:10]([N:12]2[C:21]3[C:16](=[CH:17][CH:18]=[CH:19][CH:20]=3)[C@H:15]([N:22]([C:26]3[CH:31]=[CH:30][C:29]([Cl:32])=[CH:28][CH:27]=3)[C:23](=[O:25])[CH3:24])[CH2:14][C@@H:13]2[CH3:33])=[O:11])=[CH:8][CH:7]=1.C[Si]([N:40]=[C:41]=[O:42])(C)C, predict the reaction product. The product is: [Cl:32][C:29]1[CH:30]=[CH:31][C:26]([N:22]([C@H:15]2[C:16]3[C:21](=[CH:20][CH:19]=[CH:18][CH:17]=3)[N:12]([C:10](=[O:11])[C:9]3[CH:8]=[CH:7][C:6]([O:5][CH2:4][CH2:3][CH2:2][NH:1][C:41]([NH2:40])=[O:42])=[CH:35][CH:34]=3)[C@@H:13]([CH3:33])[CH2:14]2)[C:23](=[O:25])[CH3:24])=[CH:27][CH:28]=1. (3) Given the reactants [CH3:1][O:2][C:3](=[O:20])[CH2:4][CH2:5][CH2:6][CH2:7][C:8]1[O:9][CH:10]=[C:11]([C:13]2[CH:18]=[CH:17][CH:16]=[CH:15][C:14]=2[NH2:19])[N:12]=1.[F:21][C:22]([F:33])([F:32])[C:23](O[C:23](=[O:24])[C:22]([F:33])([F:32])[F:21])=[O:24], predict the reaction product. The product is: [CH3:1][O:2][C:3](=[O:20])[CH2:4][CH2:5][CH2:6][CH2:7][C:8]1[O:9][CH:10]=[C:11]([C:13]2[CH:18]=[CH:17][CH:16]=[CH:15][C:14]=2[NH:19][C:23](=[O:24])[C:22]([F:33])([F:32])[F:21])[N:12]=1. (4) Given the reactants [Cl:1][C:2]1[CH:3]=[C:4]([CH:14]=[CH:15][C:16]=1[Cl:17])[CH2:5][N:6]1[CH2:11][CH2:10][O:9][CH:8]([CH2:12][NH2:13])[CH2:7]1.[Cl:18][C:19]1[CH:20]=[C:21]([CH2:26][C:27](O)=[O:28])[CH:22]=[CH:23][C:24]=1[Cl:25], predict the reaction product. The product is: [Cl:1][C:2]1[CH:3]=[C:4]([CH:14]=[CH:15][C:16]=1[Cl:17])[CH2:5][N:6]1[CH2:11][CH2:10][O:9][CH:8]([CH2:12][NH:13][C:27](=[O:28])[CH2:26][C:21]2[CH:22]=[CH:23][C:24]([Cl:25])=[C:19]([Cl:18])[CH:20]=2)[CH2:7]1. (5) Given the reactants [OH:1][C:2]1[CH:11]=[C:10]2[C:5]([CH:6]=[CH:7][N:8]=[CH:9]2)=[CH:4][CH:3]=1.[H-].[Na+].C1C=CC(N([S:21]([C:24]([F:27])([F:26])[F:25])(=[O:23])=[O:22])[S:21]([C:24]([F:27])([F:26])[F:25])(=[O:23])=[O:22])=CC=1, predict the reaction product. The product is: [CH:9]1[C:10]2[C:5](=[CH:4][CH:3]=[C:2]([O:1][S:21]([C:24]([F:27])([F:26])[F:25])(=[O:23])=[O:22])[CH:11]=2)[CH:6]=[CH:7][N:8]=1. (6) Given the reactants Br.COC(=O)[NH:5][CH2:6][C@H:7]([CH2:12][C:13](=[O:23])N[C@H](C1C=CC=CC=1)C)[CH2:8][CH:9]([CH3:11])[CH3:10].[OH-:25].[Na+], predict the reaction product. The product is: [CH3:11][CH:9]([CH2:8][C@H:7]([CH2:6][NH2:5])[CH2:12][C:13]([OH:23])=[O:25])[CH3:10]. (7) Given the reactants C(O)(C(F)(F)F)=O.[NH:8]1[C:12]2[CH:13]=[CH:14][CH:15]=[CH:16][C:11]=2[N:10]=[C:9]1[C:17]1[C:25]2[C:20](=[CH:21][CH:22]=[C:23]([NH:26][C:27]([CH:29]3[CH2:31][CH2:30]3)=[O:28])[CH:24]=2)[N:19](C2CCCCO2)[N:18]=1, predict the reaction product. The product is: [NH:10]1[C:11]2[CH:16]=[CH:15][CH:14]=[CH:13][C:12]=2[N:8]=[C:9]1[C:17]1[C:25]2[C:20](=[CH:21][CH:22]=[C:23]([NH:26][C:27]([CH:29]3[CH2:30][CH2:31]3)=[O:28])[CH:24]=2)[NH:19][N:18]=1. (8) Given the reactants [CH3:1][O:2][C:3]1[CH:10]=[CH:9][C:6]([CH:7]=[O:8])=[CH:5][C:4]=1[CH2:11][CH2:12][CH2:13][CH2:14][O:15][CH3:16].[O-:17]Cl=O.[Na+], predict the reaction product. The product is: [CH3:1][O:2][C:3]1[CH:10]=[CH:9][C:6]([C:7]([OH:17])=[O:8])=[CH:5][C:4]=1[CH2:11][CH2:12][CH2:13][CH2:14][O:15][CH3:16]. (9) Given the reactants [OH:1][C:2]1[C:6]2([CH2:8][CH2:7]2)[O:5][C:4](=[O:9])[C:3]=1[C:10]1[CH:15]=[CH:14][C:13]([O:16][CH2:17][C:18]2[CH:27]=[CH:26][C:25]3[C:20](=[CH:21][CH:22]=[CH:23][CH:24]=3)[N:19]=2)=[CH:12][CH:11]=1.[S:28](O[S:28]([C:31]([F:34])([F:33])[F:32])(=[O:30])=[O:29])([C:31]([F:34])([F:33])[F:32])(=[O:30])=[O:29], predict the reaction product. The product is: [F:32][C:31]([F:34])([F:33])[S:28]([O:1][C:2]1[C:6]2([CH2:8][CH2:7]2)[O:5][C:4](=[O:9])[C:3]=1[C:10]1[CH:11]=[CH:12][C:13]([O:16][CH2:17][C:18]2[CH:27]=[CH:26][C:25]3[C:20](=[CH:21][CH:22]=[CH:23][CH:24]=3)[N:19]=2)=[CH:14][CH:15]=1)(=[O:30])=[O:29].